Dataset: Catalyst prediction with 721,799 reactions and 888 catalyst types from USPTO. Task: Predict which catalyst facilitates the given reaction. Reactant: [OH:1][CH2:2][CH:3]1[O:20][C:7]2([CH2:12][CH2:11][N:10]([C:13]([O:15][C:16]([CH3:19])([CH3:18])[CH3:17])=[O:14])[CH2:9][CH2:8]2)[CH2:6][NH:5][CH2:4]1.Cl[C:22]1[N:27]=[CH:26][CH:25]=[CH:24][N:23]=1.C(=O)([O-])[O-].[Na+].[Na+].C(OCC)(=O)C.CCCCCC. Product: [OH:1][CH2:2][CH:3]1[O:20][C:7]2([CH2:8][CH2:9][N:10]([C:13]([O:15][C:16]([CH3:17])([CH3:19])[CH3:18])=[O:14])[CH2:11][CH2:12]2)[CH2:6][N:5]([C:22]2[N:27]=[CH:26][CH:25]=[CH:24][N:23]=2)[CH2:4]1. The catalyst class is: 148.